From a dataset of Full USPTO retrosynthesis dataset with 1.9M reactions from patents (1976-2016). Predict the reactants needed to synthesize the given product. (1) Given the product [C:1]([O:5][C:6](=[O:16])[NH:7][CH2:8][C:9]1[CH:10]=[C:11]([C:20]2[CH:21]=[C:22]([C:23]#[N:24])[CH:25]=[CH:26][C:19]=2[O:18][CH3:17])[CH:12]=[CH:13][CH:14]=1)([CH3:4])([CH3:3])[CH3:2], predict the reactants needed to synthesize it. The reactants are: [C:1]([O:5][C:6](=[O:16])[NH:7][CH2:8][C:9]1[CH:14]=[CH:13][CH:12]=[C:11](Br)[CH:10]=1)([CH3:4])([CH3:3])[CH3:2].[CH3:17][O:18][C:19]1[CH:26]=[CH:25][C:22]([C:23]#[N:24])=[CH:21][C:20]=1B1OC(C)(C)C(C)(C)O1. (2) Given the product [Cl:1][C:2]1[CH:7]=[CH:6][CH:5]=[CH:4][C:3]=1[CH:8]([O:14][C:26](=[O:27])[NH2:28])[CH2:9][OH:10], predict the reactants needed to synthesize it. The reactants are: [Cl:1][C:2]1[CH:7]=[CH:6][CH:5]=[CH:4][C:3]=1[C@@H:8]([OH:14])[CH2:9][O:10]C(=O)N.ClC1C=CC=CC=1C(O)CO.[CH:26]([NH2:28])=[O:27]. (3) Given the product [CH:1]1([NH:6][C:7]2[CH:8]=[C:9]([F:25])[CH:10]=[C:11]3[C:15]=2[NH:14][C:13]([C:16]2[S:17][CH2:18][C@@H:19]([CH2:21][C:22]([NH:26][CH2:27][CH2:28][N:29]4[CH2:34][CH2:33][O:32][CH2:31][CH2:30]4)=[O:23])[N:20]=2)=[CH:12]3)[CH2:2][CH2:3][CH2:4][CH2:5]1, predict the reactants needed to synthesize it. The reactants are: [CH:1]1([NH:6][C:7]2[CH:8]=[C:9]([F:25])[CH:10]=[C:11]3[C:15]=2[NH:14][C:13]([C:16]2[S:17][CH2:18][C@@H:19]([CH2:21][C:22](O)=[O:23])[N:20]=2)=[CH:12]3)[CH2:5][CH2:4][CH2:3][CH2:2]1.[NH2:26][CH2:27][CH2:28][N:29]1[CH2:34][CH2:33][O:32][CH2:31][CH2:30]1. (4) Given the product [O:35]1[C:39]2[CH:40]=[CH:41][CH:42]=[C:43]([CH2:44][N:45]3[CH2:50][CH2:49][N:48]([C:51]4[C:56]([Br:57])=[CH:55][N:54]=[C:53]5[NH:58][C:78]([C:75]6[CH:76]=[CH:77][C:72]([O:71][CH3:70])=[CH:73][CH:74]=6)=[N:59][C:52]=45)[CH2:47][CH2:46]3)[C:38]=2[O:37][CH2:36]1, predict the reactants needed to synthesize it. The reactants are: BrC1C(N2CCN(C(NC3C=CC=CC=3)=O)CC2)=C2N=C(C3C=CC(N(C)C)=CC=3)NC2=NC=1.[O:35]1[C:39]2[CH:40]=[CH:41][CH:42]=[C:43]([CH2:44][N:45]3[CH2:50][CH2:49][N:48]([C:51]4[C:56]([Br:57])=[CH:55][N:54]=[C:53]([NH2:58])[C:52]=4[N+:59]([O-])=O)[CH2:47][CH2:46]3)[C:38]=2[O:37][CH2:36]1.[O-]S(S([O-])=O)=O.[Na+].[Na+].[CH3:70][O:71][C:72]1[CH:77]=[CH:76][C:75]([CH:78]=O)=[CH:74][CH:73]=1. (5) Given the product [CH2:16]([N:23]([CH2:24][CH2:25][OH:26])[C:13]([C:9]1[NH:10][CH:11]=[CH:12][C:8]=1[C:5]1[CH:4]=[CH:3][C:2]([F:1])=[CH:7][CH:6]=1)=[O:15])[C:17]1[CH:22]=[CH:21][CH:20]=[CH:19][CH:18]=1, predict the reactants needed to synthesize it. The reactants are: [F:1][C:2]1[CH:7]=[CH:6][C:5]([C:8]2[CH:12]=[CH:11][NH:10][C:9]=2[C:13]([OH:15])=O)=[CH:4][CH:3]=1.[CH2:16]([NH:23][CH2:24][CH2:25][OH:26])[C:17]1[CH:22]=[CH:21][CH:20]=[CH:19][CH:18]=1.CCN=C=NCCCN(C)C.C1C=CC2N(O)N=NC=2C=1.CCN(C(C)C)C(C)C. (6) Given the product [CH3:70][C:65]1[C:64]([NH:63][C:3]([C:5]2[CH:6]=[CH:7][C:8]3[C@@:14]4([CH2:24][C:25]5[CH:26]=[CH:27][CH:28]=[CH:29][CH:30]=5)[CH2:15][CH2:16][C@@:17]([OH:23])([C:19]([F:21])([F:22])[F:20])[CH2:18][C@@H:13]4[CH2:12][CH2:11][CH2:10][C:9]=3[CH:31]=2)=[O:2])=[CH:69][CH:68]=[CH:67][N:66]=1.[CH3:70][C:65]1[C:64]([NH:63][C:34]([C:36]2[CH:37]=[CH:38][C:39]3[C@:45]4([CH2:55][C:56]5[CH:57]=[CH:58][CH:59]=[CH:60][CH:61]=5)[CH2:46][CH2:47][C@:48]([OH:54])([C:50]([F:52])([F:53])[F:51])[CH2:49][C@H:44]4[CH2:43][CH2:42][CH2:41][C:40]=3[CH:62]=2)=[O:33])=[CH:69][CH:68]=[CH:67][N:66]=1, predict the reactants needed to synthesize it. The reactants are: C[O:2][C:3]([C:5]1[CH:6]=[CH:7][C:8]2[C@@:14]3([CH2:24][C:25]4[CH:30]=[CH:29][CH:28]=[CH:27][CH:26]=4)[CH2:15][CH2:16][C@@:17]([OH:23])([C:19]([F:22])([F:21])[F:20])[CH2:18][C@@H:13]3[CH2:12][CH2:11][CH2:10][C:9]=2[CH:31]=1)=O.C[O:33][C:34]([C:36]1[CH:37]=[CH:38][C:39]2[C@:45]3([CH2:55][C:56]4[CH:61]=[CH:60][CH:59]=[CH:58][CH:57]=4)[CH2:46][CH2:47][C@:48]([OH:54])([C:50]([F:53])([F:52])[F:51])[CH2:49][C@H:44]3[CH2:43][CH2:42][CH2:41][C:40]=2[CH:62]=1)=O.[NH2:63][C:64]1[C:65]([CH3:70])=[N:66][CH:67]=[CH:68][CH:69]=1.[Li+].C[Si]([N-][Si](C)(C)C)(C)C. (7) Given the product [N+:8]([C:5]1[CH:4]=[C:3]2[C:2](=[CH:7][CH:6]=1)[NH:20][N:19]=[C:11]2[C:13]1[NH:14][CH:15]=[CH:16][CH:17]=1)([O-:10])=[O:9], predict the reactants needed to synthesize it. The reactants are: Cl[C:2]1[CH:7]=[CH:6][C:5]([N+:8]([O-:10])=[O:9])=[CH:4][C:3]=1[C:11]([C:13]1[NH:14][CH:15]=[CH:16][CH:17]=1)=O.O.[NH2:19][NH2:20].